This data is from Catalyst prediction with 721,799 reactions and 888 catalyst types from USPTO. The task is: Predict which catalyst facilitates the given reaction. (1) Reactant: Br[C:2]1[CH:14]=[CH:13][C:5]([NH:6][C:7](=[O:12])[C:8]([CH3:11])([CH3:10])[CH3:9])=[CH:4][CH:3]=1.[Li]C(C)(C)C.[B:20](OC)([O:23]C)[O:21]C.Cl. Product: [CH3:9][C:8]([CH3:11])([CH3:10])[C:7]([NH:6][C:5]1[CH:13]=[CH:14][C:2]([B:20]([OH:23])[OH:21])=[CH:3][CH:4]=1)=[O:12]. The catalyst class is: 1. (2) Reactant: [CH2:1]([O:8][N:9]1[C:15](=[O:16])[N:14]2[CH2:17][C@H:10]1[CH2:11][CH2:12][C@H:13]2[C:18]([OH:20])=O)[C:2]1[CH:7]=[CH:6][CH:5]=[CH:4][CH:3]=1.[NH2:21][O:22][CH:23]1[CH2:28][CH2:27][N:26]([C:29]([NH:38][C:39](=[O:45])[O:40][C:41]([CH3:44])([CH3:43])[CH3:42])=[N:30][C:31](=[O:37])[O:32][C:33]([CH3:36])([CH3:35])[CH3:34])[CH2:25][CH2:24]1.ON1C2C=CC=CC=2N=N1.Cl.C(N=C=NCCCN(C)C)C. The catalyst class is: 2. Product: [C:41]([O:40][C:39](=[O:45])[NH:38][C:29]([N:26]1[CH2:25][CH2:24][CH:23]([O:22][NH:21][C:18]([C@@H:13]2[CH2:12][CH2:11][C@@H:10]3[CH2:17][N:14]2[C:15](=[O:16])[N:9]3[O:8][CH2:1][C:2]2[CH:3]=[CH:4][CH:5]=[CH:6][CH:7]=2)=[O:20])[CH2:28][CH2:27]1)=[N:30][C:31](=[O:37])[O:32][C:33]([CH3:36])([CH3:35])[CH3:34])([CH3:42])([CH3:43])[CH3:44]. (3) Reactant: FC(F)(F)C(O)=O.[NH2:8][C:9]1[CH:25]=[CH:24][C:23]([N:26]2[CH:32]3[CH2:33][CH2:34][N:29]([CH2:30][CH2:31]3)[CH2:28][CH2:27]2)=[CH:22][C:10]=1[C:11]([NH:13][CH2:14][C:15]([O:17][C:18](C)(C)C)=[O:16])=[O:12]. Product: [NH2:8][C:9]1[CH:25]=[CH:24][C:23]([N:26]2[CH:32]3[CH2:33][CH2:34][N:29]([CH2:30][CH2:31]3)[CH2:28][CH2:27]2)=[CH:22][C:10]=1[C:11]([NH:13][CH2:14][C:15]([O:17][CH3:18])=[O:16])=[O:12]. The catalyst class is: 98. (4) Reactant: Cl[C:2]1[CH:11]=[C:10]([C:12]2[CH:17]=[CH:16][C:15]([F:18])=[CH:14][CH:13]=2)[C:9]2[C:4](=[CH:5][C:6]([CH2:19][N:20]3[CH:24]=[C:23]([C@@:25]([OH:32])([CH2:30][CH3:31])[C:26]([F:29])([F:28])[F:27])[N:22]=[N:21]3)=[CH:7][CH:8]=2)[N:3]=1.[CH3:33][S-:34].[Na+]. Product: [F:27][C:26]([F:29])([F:28])[C@:25]([C:23]1[N:22]=[N:21][N:20]([CH2:19][C:6]2[CH:5]=[C:4]3[C:9]([C:10]([C:12]4[CH:17]=[CH:16][C:15]([F:18])=[CH:14][CH:13]=4)=[CH:11][C:2]([S:34][CH3:33])=[N:3]3)=[CH:8][CH:7]=2)[CH:24]=1)([OH:32])[CH2:30][CH3:31]. The catalyst class is: 3.